Dataset: Peptide-MHC class II binding affinity with 134,281 pairs from IEDB. Task: Regression. Given a peptide amino acid sequence and an MHC pseudo amino acid sequence, predict their binding affinity value. This is MHC class II binding data. (1) The peptide sequence is PLVMAWRTIMAVLFV. The MHC is DRB1_0701 with pseudo-sequence DRB1_0701. The binding affinity (normalized) is 0.532. (2) The peptide sequence is QHLCGSHLVEALYLV. The MHC is DRB1_0405 with pseudo-sequence DRB1_0405. The binding affinity (normalized) is 0.150. (3) The peptide sequence is ASYFAADRILPELTE. The MHC is HLA-DPA10103-DPB10401 with pseudo-sequence HLA-DPA10103-DPB10401. The binding affinity (normalized) is 0.385. (4) The peptide sequence is ALLKNYGLLYCFRKD. The MHC is DRB1_0301 with pseudo-sequence DRB1_0301. The binding affinity (normalized) is 0.152. (5) The peptide sequence is VIPEGWKADTCYESK. The MHC is HLA-DPA10103-DPB10401 with pseudo-sequence HLA-DPA10103-DPB10401. The binding affinity (normalized) is 0.0780. (6) The peptide sequence is VQDLELSWNLNGLQAY. The MHC is DRB1_0401 with pseudo-sequence DRB1_0401. The binding affinity (normalized) is 0.405. (7) The MHC is H-2-IAb with pseudo-sequence H-2-IAb. The binding affinity (normalized) is 0. The peptide sequence is TGRMGERQLQKIERW.